This data is from Catalyst prediction with 721,799 reactions and 888 catalyst types from USPTO. The task is: Predict which catalyst facilitates the given reaction. Reactant: [CH2:1]([C:5]1[N:6]([CH2:23][CH2:24][CH2:25][CH2:26][NH2:27])[C:7]2[C:12]([CH3:13])=[C:11]([CH3:14])[N:10]=[C:9]([O:15][C:16]3[CH:21]=[CH:20][CH:19]=[CH:18][CH:17]=3)[C:8]=2[N:22]=1)[CH2:2][CH2:3][CH3:4].C(N(CC)CC)C.[CH3:35][N:36]([CH3:56])[CH2:37][CH2:38][O:39][CH:40]([C:50]1[CH:55]=[CH:54][CH:53]=[CH:52][CH:51]=1)[C:41]1[CH:49]=[CH:48][C:44]([C:45](Cl)=[O:46])=[CH:43][CH:42]=1. Product: [CH2:1]([C:5]1[N:6]([CH2:23][CH2:24][CH2:25][CH2:26][NH:27][C:45](=[O:46])[C:44]2[CH:43]=[CH:42][C:41]([CH:40]([O:39][CH2:38][CH2:37][N:36]([CH3:35])[CH3:56])[C:50]3[CH:55]=[CH:54][CH:53]=[CH:52][CH:51]=3)=[CH:49][CH:48]=2)[C:7]2[C:12]([CH3:13])=[C:11]([CH3:14])[N:10]=[C:9]([O:15][C:16]3[CH:17]=[CH:18][CH:19]=[CH:20][CH:21]=3)[C:8]=2[N:22]=1)[CH2:2][CH2:3][CH3:4]. The catalyst class is: 4.